Predict the product of the given reaction. From a dataset of Forward reaction prediction with 1.9M reactions from USPTO patents (1976-2016). (1) Given the reactants C(OC([NH:8][CH:9]([C:26]([CH3:30])([CH3:29])[CH:27]=[CH2:28])[C:10]([N:12]([CH3:25])[C@@H:13]([CH:22]([CH3:24])[CH3:23])/[CH:14]=[C:15](\[CH3:21])/[C:16]([O:18][CH2:19][CH3:20])=[O:17])=[O:11])=O)(C)(C)C.Cl.O1CCOCC1, predict the reaction product. The product is: [NH2:8][CH:9]([C:26]([CH3:29])([CH3:30])[CH:27]=[CH2:28])[C:10]([N:12]([CH3:25])[C@@H:13]([CH:22]([CH3:24])[CH3:23])/[CH:14]=[C:15](\[CH3:21])/[C:16]([O:18][CH2:19][CH3:20])=[O:17])=[O:11]. (2) The product is: [C:1]([N:3]=[C:4]([NH:5][C:6]1[CH:7]=[N:8][CH:9]=[CH:10][CH:11]=1)[NH:30][CH2:29][C:26]1[CH:25]=[CH:24][C:23]([S:20]([C:14]2[CH:15]=[CH:16][CH:17]=[CH:18][CH:19]=2)(=[O:22])=[O:21])=[CH:28][CH:27]=1)#[N:2]. Given the reactants [C:1]([N:3]=[C:4](SC)[NH:5][C:6]1[CH:7]=[N:8][CH:9]=[CH:10][CH:11]=1)#[N:2].[C:14]1([S:20]([C:23]2[CH:28]=[CH:27][C:26]([CH2:29][NH2:30])=[CH:25][CH:24]=2)(=[O:22])=[O:21])[CH:19]=[CH:18][CH:17]=[CH:16][CH:15]=1, predict the reaction product. (3) Given the reactants [C:1]([C:3]1[CH:8]=[CH:7][CH:6]=[CH:5][C:4]=1[C:9]1[CH:14]=[CH:13][C:12]([CH2:15][C:16]2[C:17](=[O:42])[N:18]([C@H:28]3[CH2:33][CH2:32][C@H:31]([O:34][CH2:35][C:36](N(OC)C)=[O:37])[CH2:30][CH2:29]3)[C:19]3[N:20]([N:25]=[CH:26][N:27]=3)[C:21]=2[CH2:22][CH2:23][CH3:24])=[CH:11][CH:10]=1)#[N:2].[O:43]1[CH2:48][CH2:47][CH2:46][O:45][CH:44]1[CH2:49][CH2:50][Mg]Br.Cl, predict the reaction product. The product is: [O:43]1[CH2:48][CH2:47][CH2:46][O:45][CH:44]1[CH2:49][CH2:50][CH:36]([OH:37])[CH2:35][O:34][C@H:31]1[CH2:32][CH2:33][C@H:28]([N:18]2[C:17](=[O:42])[C:16]([CH2:15][C:12]3[CH:13]=[CH:14][C:9]([C:4]4[C:3]([C:1]#[N:2])=[CH:8][CH:7]=[CH:6][CH:5]=4)=[CH:10][CH:11]=3)=[C:21]([CH2:22][CH2:23][CH3:24])[N:20]3[N:25]=[CH:26][N:27]=[C:19]23)[CH2:29][CH2:30]1. (4) Given the reactants ClC1C=CC2N3C(C(F)(F)F)=NN=C3[C@@H]([CH2:19][C:20]([OH:22])=[O:21])O[C@H](C3C=CC=C(OC)C=3Cl)C=2C=1.[CH2:33]([NH:40][C@@H:41]([C:43]1[CH:48]=[CH:47][CH:46]=[CH:45][CH:44]=1)[CH3:42])[C:34]1[CH:39]=[CH:38][CH:37]=[CH:36][CH:35]=1, predict the reaction product. The product is: [CH2:33]([NH:40][C@@H:41]([C:43]1[CH:48]=[CH:47][CH:46]=[CH:45][CH:44]=1)[CH3:42])[C:34]1[CH:39]=[CH:38][CH:37]=[CH:36][CH:35]=1.[C:20]([OH:22])(=[O:21])[CH3:19]. (5) Given the reactants [Cl:1][C:2]1[CH:3]=[C:4]([C:9]2([OH:25])[CH2:12][C:11]3([CH2:17][CH2:16][N:15]([C:18]([O:20][C:21]([CH3:24])([CH3:23])[CH3:22])=[O:19])[CH2:14][CH2:13]3)[CH2:10]2)[CH:5]=[CH:6][C:7]=1[F:8].[H-].[Na+].I[CH3:29], predict the reaction product. The product is: [Cl:1][C:2]1[CH:3]=[C:4]([C:9]2([O:25][CH3:29])[CH2:12][C:11]3([CH2:13][CH2:14][N:15]([C:18]([O:20][C:21]([CH3:22])([CH3:24])[CH3:23])=[O:19])[CH2:16][CH2:17]3)[CH2:10]2)[CH:5]=[CH:6][C:7]=1[F:8]. (6) Given the reactants [OH:1][C:2]1[CH:7]=[CH:6][C:5]([CH:8]([NH2:10])[CH3:9])=[CH:4][CH:3]=1.[CH:11]1[N:16]=[C:15](Cl)[C:14]2[N:18]=[CH:19][N:20]([C@@H:21]3[O:25][C@H:24]([CH2:26][OH:27])[C@@H:23]([OH:28])[C@H:22]3[OH:29])[C:13]=2[N:12]=1.C(N(CC)CC)C, predict the reaction product. The product is: [OH:1][C:2]1[CH:7]=[CH:6][C:5]([CH:8]([NH:10][C:15]2[C:14]3[N:18]=[CH:19][N:20]([C:13]=3[N:12]=[CH:11][N:16]=2)[C@@H:21]2[O:25][C@H:24]([CH2:26][OH:27])[C@@H:23]([OH:28])[C@H:22]2[OH:29])[CH3:9])=[CH:4][CH:3]=1. (7) Given the reactants CCCCCC.[S:7]1[CH:11]=[CH:10][C:9]2[CH:12]=[CH:13][CH:14]=[CH:15][C:8]1=2.[Br:16][C:17]1[CH:18]=[CH:19][C:20]([Cl:25])=[C:21]([CH:24]=1)[CH:22]=[O:23].[Cl-].[NH4+], predict the reaction product. The product is: [S:7]1[C:8]2[CH:15]=[CH:14][CH:13]=[CH:12][C:9]=2[CH:10]=[C:11]1[CH:22]([C:21]1[CH:24]=[C:17]([Br:16])[CH:18]=[CH:19][C:20]=1[Cl:25])[OH:23]. (8) Given the reactants [CH3:1][C:2]1[CH:3]=[C:4]([C:19]2[S:23][C:22]([C:24]3([OH:30])[CH2:29][CH2:28][NH:27][CH2:26][CH2:25]3)=[N:21][CH:20]=2)[CH:5]=[C:6]([NH:8][C:9]2[N:14]=[C:13]([C:15]([F:18])([F:17])[F:16])[CH:12]=[CH:11][N:10]=2)[CH:7]=1.C(N(CC)C(C)C)(C)C.[CH3:40][N:41]=[C:42]=[O:43], predict the reaction product. The product is: [OH:30][C:24]1([C:22]2[S:23][C:19]([C:4]3[CH:5]=[C:6]([NH:8][C:9]4[N:14]=[C:13]([C:15]([F:17])([F:18])[F:16])[CH:12]=[CH:11][N:10]=4)[CH:7]=[C:2]([CH3:1])[CH:3]=3)=[CH:20][N:21]=2)[CH2:25][CH2:26][N:27]([C:42]([NH:41][CH3:40])=[O:43])[CH2:28][CH2:29]1. (9) The product is: [OH:14][C:15]1[C:16]2[C:29](=[O:30])[NH:28][CH2:27][C:17]=2[C:18]([O:25][CH3:26])=[C:19]2[C:24]=1[N:23]=[CH:22][CH:21]=[CH:20]2. Given the reactants C([O:14][C:15]1[C:16]2[C:29](=[O:30])[N:28](CC3C=CC(OC)=CC=3OC)[C:27](=O)[C:17]=2[C:18]([O:25][CH3:26])=[C:19]2[C:24]=1[N:23]=[CH:22][CH:21]=[CH:20]2)(C1C=CC=CC=1)C1C=CC=CC=1.O.C(O)(C)C.[BH4-].[Li+], predict the reaction product. (10) Given the reactants [F:1][C:2]1[CH:26]=[CH:25][C:5]2[N:6]([CH:10]3[CH2:15][CH2:14][N:13](C(OC(C)(C)C)=O)[CH2:12][CH:11]3[O:23][CH3:24])[C:7]([CH3:9])=[N:8][C:4]=2[CH:3]=1.[ClH:27], predict the reaction product. The product is: [ClH:27].[ClH:27].[F:1][C:2]1[CH:26]=[CH:25][C:5]2[N:6]([CH:10]3[CH2:15][CH2:14][NH:13][CH2:12][CH:11]3[O:23][CH3:24])[C:7]([CH3:9])=[N:8][C:4]=2[CH:3]=1.